This data is from NCI-60 drug combinations with 297,098 pairs across 59 cell lines. The task is: Regression. Given two drug SMILES strings and cell line genomic features, predict the synergy score measuring deviation from expected non-interaction effect. (1) Drug 2: C1CC(CCC1OC2=C(C(=CC=C2)Cl)F)(CC3=NC(=CC=C3)NC4=NC=CS4)C(=O)O. Cell line: HT29. Drug 1: CN1C(=O)N2C=NC(=C2N=N1)C(=O)N. Synergy scores: CSS=6.42, Synergy_ZIP=0.413, Synergy_Bliss=6.21, Synergy_Loewe=-14.0, Synergy_HSA=2.29. (2) Drug 1: C1CCN(CC1)CCOC2=CC=C(C=C2)C(=O)C3=C(SC4=C3C=CC(=C4)O)C5=CC=C(C=C5)O. Drug 2: COCCOC1=C(C=C2C(=C1)C(=NC=N2)NC3=CC=CC(=C3)C#C)OCCOC.Cl. Cell line: MDA-MB-231. Synergy scores: CSS=2.30, Synergy_ZIP=-1.86, Synergy_Bliss=-3.58, Synergy_Loewe=-8.59, Synergy_HSA=-7.32. (3) Drug 1: CS(=O)(=O)C1=CC(=C(C=C1)C(=O)NC2=CC(=C(C=C2)Cl)C3=CC=CC=N3)Cl. Drug 2: CC1CCC2CC(C(=CC=CC=CC(CC(C(=O)C(C(C(=CC(C(=O)CC(OC(=O)C3CCCCN3C(=O)C(=O)C1(O2)O)C(C)CC4CCC(C(C4)OC)OCCO)C)C)O)OC)C)C)C)OC. Cell line: HT29. Synergy scores: CSS=20.3, Synergy_ZIP=-4.39, Synergy_Bliss=0.618, Synergy_Loewe=-11.9, Synergy_HSA=-0.870.